Dataset: CYP2D6 inhibition data for predicting drug metabolism from PubChem BioAssay. Task: Regression/Classification. Given a drug SMILES string, predict its absorption, distribution, metabolism, or excretion properties. Task type varies by dataset: regression for continuous measurements (e.g., permeability, clearance, half-life) or binary classification for categorical outcomes (e.g., BBB penetration, CYP inhibition). Dataset: cyp2d6_veith. (1) The compound is COc1ccc2nc(NC(=O)CSc3nnc(C)s3)sc2c1. The result is 0 (non-inhibitor). (2) The compound is COc1cc([C@@H]2c3cc4c(cc3[C@@H](O[C@@H]3O[C@H]5CO[C@@H](C)O[C@@H]5[C@@H](O)[C@H]3O)[C@@H]3COC(=O)[C@H]32)OCO4)cc(OC)c1O. The result is 1 (inhibitor). (3) The compound is O=c1c(-c2ccc(F)cc2)nc2cncnc2n1Cc1ccc(F)cc1. The result is 0 (non-inhibitor). (4) The molecule is CC(C)CC(=O)C[C@H](O)C(Cl)(Cl)Cl. The result is 0 (non-inhibitor). (5) The compound is O=C(CCNC(=O)Cn1ccc2ccccc2c1=O)NCCCN1CCN(c2ccc(F)cc2)CC1. The result is 1 (inhibitor).